This data is from Full USPTO retrosynthesis dataset with 1.9M reactions from patents (1976-2016). The task is: Predict the reactants needed to synthesize the given product. (1) Given the product [C:20]([O:19][C:17]([NH:1][C@H:2]([CH2:7][C:8]1[CH:13]=[C:12]([F:14])[C:11]([F:15])=[CH:10][C:9]=1[F:16])[CH2:3][C:4]([OH:6])=[O:5])=[O:18])([CH3:23])([CH3:22])[CH3:21], predict the reactants needed to synthesize it. The reactants are: [NH2:1][C@H:2]([CH2:7][C:8]1[CH:13]=[C:12]([F:14])[C:11]([F:15])=[CH:10][C:9]=1[F:16])[CH2:3][C:4]([OH:6])=[O:5].[C:17](O[C:17]([O:19][C:20]([CH3:23])([CH3:22])[CH3:21])=[O:18])([O:19][C:20]([CH3:23])([CH3:22])[CH3:21])=[O:18].C(N(CC)CC)C. (2) Given the product [CH2:27]([O:26][C:24](=[O:25])[CH2:23][NH:15][CH:12]1[CH2:11][CH2:10][CH:9]([NH:8][C:1]([O:3][C:4]([CH3:7])([CH3:6])[CH3:5])=[O:2])[CH2:14][CH2:13]1)[C:28]1[CH:33]=[CH:32][CH:31]=[CH:30][CH:29]=1, predict the reactants needed to synthesize it. The reactants are: [C:1]([NH:8][C@H:9]1[CH2:14][CH2:13][C@H:12]([NH2:15])[CH2:11][CH2:10]1)([O:3][C:4]([CH3:7])([CH3:6])[CH3:5])=[O:2].C(=O)([O-])[O-].[K+].[K+].Br[CH2:23][C:24]([O:26][CH2:27][C:28]1[CH:33]=[CH:32][CH:31]=[CH:30][CH:29]=1)=[O:25]. (3) Given the product [Cl:54][C:44]1[C:45]([F:53])=[CH:46][CH:47]=[C:48]([O:49][CH:50]([F:51])[F:52])[C:43]=1[C@H:41]([C:40]1[C:34]2[C:35](=[N:36][CH:37]=[C:32]([C:18]3[C:17]([O:29][CH3:30])=[N:16][N:15]([C@H:12]4[CH2:11][CH2:10][C@H:9]([OH:8])[CH2:14][CH2:13]4)[CH:19]=3)[CH:33]=2)[NH:38][CH:39]=1)[CH3:42], predict the reactants needed to synthesize it. The reactants are: [Si]([O:8][C@H:9]1[CH2:14][CH2:13][C@H:12]([N:15]2[CH:19]=[C:18](B3OC(C)(C)C(C)(C)O3)[C:17]([O:29][CH3:30])=[N:16]2)[CH2:11][CH2:10]1)(C(C)(C)C)(C)C.Br[C:32]1[CH:33]=[C:34]2[C:40]([C@@H:41]([C:43]3[C:48]([O:49][CH:50]([F:52])[F:51])=[CH:47][CH:46]=[C:45]([F:53])[C:44]=3[Cl:54])[CH3:42])=[CH:39][N:38](C(OC(C)(C)C)=O)[C:35]2=[N:36][CH:37]=1.C(=O)([O-])[O-].[K+].[K+].N#N. (4) Given the product [OH:40][CH2:39][CH2:38][N:37]([CH2:36][CH2:35][CH2:34][S:31]([CH2:30][CH2:29][CH2:28][C:27]([F:45])([F:26])[C:41]([F:42])([F:43])[F:44])(=[O:32])=[O:33])[CH2:2][CH2:3][CH2:4][CH2:5][CH2:6][CH2:7][C:8]1[C:14]2[CH:15]=[CH:16][C:17]([OH:19])=[CH:18][C:13]=2[CH2:12][CH2:11][CH2:10][C:9]=1[C:20]1[CH:25]=[CH:24][CH:23]=[CH:22][CH:21]=1, predict the reactants needed to synthesize it. The reactants are: Br[CH2:2][CH2:3][CH2:4][CH2:5][CH2:6][CH2:7][C:8]1[C:14]2[CH:15]=[CH:16][C:17]([OH:19])=[CH:18][C:13]=2[CH2:12][CH2:11][CH2:10][C:9]=1[C:20]1[CH:25]=[CH:24][CH:23]=[CH:22][CH:21]=1.[F:26][C:27]([F:45])([C:41]([F:44])([F:43])[F:42])[CH2:28][CH2:29][CH2:30][S:31]([CH2:34][CH2:35][CH2:36][NH:37][CH2:38][CH2:39][OH:40])(=[O:33])=[O:32]. (5) The reactants are: [F:1][C:2]1[CH:3]=[C:4]([CH:15]([CH3:20])[C:16]([O:18][CH3:19])=[O:17])[CH:5]=[CH:6][C:7]=1[C:8]1[CH:13]=[CH:12][CH:11]=[CH:10][C:9]=1[OH:14].[CH2:21]([N:27]=[C:28]=[O:29])[CH2:22][CH2:23][CH2:24][CH2:25][CH3:26]. Given the product [F:1][C:2]1[CH:3]=[C:4]([CH:15]([CH3:20])[C:16]([O:18][CH3:19])=[O:17])[CH:5]=[CH:6][C:7]=1[C:8]1[CH:13]=[CH:12][CH:11]=[CH:10][C:9]=1[O:14][C:28](=[O:29])[NH:27][CH2:21][CH2:22][CH2:23][CH2:24][CH2:25][CH3:26], predict the reactants needed to synthesize it. (6) Given the product [Cl:1][C:2]1[CH:7]=[CH:6][C:5]([CH2:8][CH2:9][CH2:10][N:11]([CH3:34])[C:12]2[N:17]=[C:16]([N:18]3[CH2:19][CH2:20][N:21]([C:42]([C:37]4[CH:38]=[CH:39][CH:40]=[CH:41][N:36]=4)=[O:43])[CH2:22][CH2:23]3)[N:15]=[C:14]([NH:24][CH2:25][CH2:26][C:27]3[CH:28]=[CH:29][C:30]([OH:33])=[CH:31][CH:32]=3)[N:13]=2)=[CH:4][CH:3]=1, predict the reactants needed to synthesize it. The reactants are: [Cl:1][C:2]1[CH:7]=[CH:6][C:5]([CH2:8][CH2:9][CH2:10][N:11]([CH3:34])[C:12]2[N:17]=[C:16]([N:18]3[CH2:23][CH2:22][NH:21][CH2:20][CH2:19]3)[N:15]=[C:14]([NH:24][CH2:25][CH2:26][C:27]3[CH:32]=[CH:31][C:30]([OH:33])=[CH:29][CH:28]=3)[N:13]=2)=[CH:4][CH:3]=1.Cl.[N:36]1[CH:41]=[CH:40][CH:39]=[CH:38][C:37]=1[C:42](Cl)=[O:43].